From a dataset of Full USPTO retrosynthesis dataset with 1.9M reactions from patents (1976-2016). Predict the reactants needed to synthesize the given product. (1) Given the product [CH2:1]([N:5]([CH2:25][CH2:26][CH2:27][CH3:28])[C:6]1[CH:7]=[C:8]([S:12][C:13]2[CH:14]=[CH:15][C:16]([CH2:19][C:20]([OH:22])=[O:21])=[CH:17][CH:18]=2)[CH:9]=[CH:10][CH:11]=1)[CH2:2][CH2:3][CH3:4], predict the reactants needed to synthesize it. The reactants are: [CH2:1]([N:5]([CH2:25][CH2:26][CH2:27][CH3:28])[C:6]1[CH:7]=[C:8]([S:12][C:13]2[CH:18]=[CH:17][C:16]([CH2:19][C:20]([O:22]CC)=[O:21])=[CH:15][CH:14]=2)[CH:9]=[CH:10][CH:11]=1)[CH2:2][CH2:3][CH3:4].[OH-].[Na+].O.C(O)C. (2) Given the product [CH3:1][S:2]([O:32][CH2:31][C:26]1[C:27]2[C:22](=[C:21]([F:20])[CH:30]=[CH:29][CH:28]=2)[CH:23]=[CH:24][C:25]=1[O:33][CH3:34])(=[O:4])=[O:3], predict the reactants needed to synthesize it. The reactants are: [CH3:1][S:2](OCC1C2C(=CC=CC=2)N=CC=1C1CC1)(=[O:4])=[O:3].[F:20][C:21]1[CH:30]=[CH:29][CH:28]=[C:27]2[C:22]=1[CH:23]=[CH:24][C:25]([O:33][CH3:34])=[C:26]2[CH2:31][OH:32]. (3) Given the product [O:31]([C:29]1[CH:28]=[CH:27][C:23]([C:24]([OH:26])=[O:25])=[C:22]([NH:21][C:19](=[O:20])[C:18]2[CH:17]=[CH:16][C:15]([N:14]3[CH:7]=[CH:11][CH:10]=[CH:9]3)=[CH:39][CH:38]=2)[CH:30]=1)[C:32]1[CH:37]=[CH:36][CH:35]=[CH:34][CH:33]=1, predict the reactants needed to synthesize it. The reactants are: C(O)(=O)C.CO[CH:7]1[CH2:11][CH2:10][CH:9](OC)O1.[NH2:14][C:15]1[CH:39]=[CH:38][C:18]([C:19]([NH:21][C:22]2[CH:30]=[C:29]([O:31][C:32]3[CH:37]=[CH:36][CH:35]=[CH:34][CH:33]=3)[CH:28]=[CH:27][C:23]=2[C:24]([OH:26])=[O:25])=[O:20])=[CH:17][CH:16]=1.C(=O)([O-])O.[Na+]. (4) Given the product [Br:1][C:2]1[C:11]2[C:6](=[CH:7][C:8]([C:12]3[N:13]=[C:14]([C:18]4[CH:19]=[CH:20][CH:21]=[CH:22][CH:23]=4)[S:15][C:16]=3[Br:17])=[CH:9][CH:10]=2)[CH:5]=[CH:4][C:3]=1[O:24][CH:25]([CH2:30][C:31]1[CH:32]=[CH:33][CH:34]=[CH:35][CH:36]=1)[C:26]([OH:28])=[O:27], predict the reactants needed to synthesize it. The reactants are: [Br:1][C:2]1[C:11]2[C:6](=[CH:7][C:8]([C:12]3[N:13]=[C:14]([C:18]4[CH:23]=[CH:22][CH:21]=[CH:20][CH:19]=4)[S:15][C:16]=3[Br:17])=[CH:9][CH:10]=2)[CH:5]=[CH:4][C:3]=1[O:24][CH:25]([CH2:30][C:31]1[CH:36]=[CH:35][CH:34]=[CH:33][CH:32]=1)[C:26]([O:28]C)=[O:27].[OH-].[Na+]. (5) Given the product [C:1]1([CH2:7][CH2:8][CH:9]2[C:18]3[C:13](=[CH:14][C:15]([O:21][CH3:22])=[C:16]([O:19][CH3:20])[CH:17]=3)[CH2:12][CH2:11][N:10]2[CH2:24][C:25]([NH:32][CH2:31][C:30]2[CH:33]=[CH:34][CH:35]=[CH:36][C:29]=2[F:28])=[O:26])[CH:2]=[CH:3][CH:4]=[CH:5][CH:6]=1, predict the reactants needed to synthesize it. The reactants are: [C:1]1([CH2:7][CH2:8][CH:9]2[C:18]3[C:13](=[CH:14][C:15]([O:21][CH3:22])=[C:16]([O:19][CH3:20])[CH:17]=3)[CH2:12][CH2:11][NH:10]2)[CH:6]=[CH:5][CH:4]=[CH:3][CH:2]=1.Br[CH2:24][C:25](Br)=[O:26].[F:28][C:29]1[CH:36]=[CH:35][CH:34]=[CH:33][C:30]=1[CH2:31][NH2:32]. (6) The reactants are: [CH2:1]([C:5]1[CH:10]=[CH:9][C:8]([CH:11]([CH3:15])[C:12]([NH2:14])=O)=[CH:7][CH:6]=1)[CH:2]([CH3:4])[CH3:3].F[B-](F)(F)F.C([O+](CC)CC)C.[CH3:28][N:29]([CH3:34])[CH2:30][CH2:31][CH2:32][NH2:33]. Given the product [CH2:1]([C:5]1[CH:10]=[CH:9][C:8]([CH:11]([CH3:15])[C:12]([NH:33][CH2:32][CH2:31][CH2:30][N:29]([CH3:34])[CH3:28])=[NH:14])=[CH:7][CH:6]=1)[CH:2]([CH3:4])[CH3:3], predict the reactants needed to synthesize it. (7) Given the product [O:13]1[CH2:14][C@@H:12]1[CH2:11][O:10][CH:8]([C:3]1[CH:4]=[CH:5][CH:6]=[CH:7][C:2]=1[C:17]#[C:16][C:15]([O:19][CH3:20])=[O:18])[CH3:9], predict the reactants needed to synthesize it. The reactants are: I[C:2]1[CH:7]=[CH:6][CH:5]=[CH:4][C:3]=1[CH:8]([O:10][CH2:11][C@H:12]1[CH2:14][O:13]1)[CH3:9].[C:15]([O:19][CH3:20])(=[O:18])[C:16]#[CH:17].C(=O)([O-])[O-].[K+].[K+].O. (8) The reactants are: [CH3:1][O:2][C:3]1[CH:8]=[CH:7][CH:6]=[CH:5][C:4]=1[C:9]1[C:17]2[C:12](=[N:13][CH:14]=[C:15](B3OC(C)(C)C(C)(C)O3)[CH:16]=2)[N:11](S(C2C=CC(C)=CC=2)(=O)=O)[CH:10]=1.[NH2:37][C:38]1[CH:48]=[CH:47][C:46](Br)=[CH:45][C:39]=1[C:40]([N:42]([CH3:44])[CH3:43])=[O:41].C([O-])(O)=O.[Na+]. Given the product [NH2:37][C:38]1[CH:48]=[CH:47][C:46]([C:15]2[CH:16]=[C:17]3[C:9]([C:4]4[CH:5]=[CH:6][CH:7]=[CH:8][C:3]=4[O:2][CH3:1])=[CH:10][NH:11][C:12]3=[N:13][CH:14]=2)=[CH:45][C:39]=1[C:40]([N:42]([CH3:44])[CH3:43])=[O:41], predict the reactants needed to synthesize it.